Task: Predict which catalyst facilitates the given reaction.. Dataset: Catalyst prediction with 721,799 reactions and 888 catalyst types from USPTO (1) Reactant: [S:1]1[C:5]2[CH:6]=[CH:7][CH:8]=[CH:9][C:4]=2[N:3]=[C:2]1[S:10][CH2:11][C:12]([N:14]1[C:23]2[C:18](=[CH:19][CH:20]=[CH:21][CH:22]=2)[CH2:17][CH2:16][CH2:15]1)=[O:13].C1C=C(Cl)C=C(C(OO)=[O:32])C=1. Product: [S:1]1[C:5]2[CH:6]=[CH:7][CH:8]=[CH:9][C:4]=2[N:3]=[C:2]1[S:10]([CH2:11][C:12]([N:14]1[C:23]2[C:18](=[CH:19][CH:20]=[CH:21][CH:22]=2)[CH2:17][CH2:16][CH2:15]1)=[O:13])=[O:32]. The catalyst class is: 2. (2) Reactant: [CH3:1][C:2]1[N:3]([C:8]2[CH:17]=[C:16]3[C:11]([CH2:12][CH2:13][C:14](=O)[N:15]3[CH:18]([CH3:24])[C:19]([O:21][CH2:22][CH3:23])=[O:20])=[CH:10][CH:9]=2)[C:4]([CH3:7])=[CH:5][CH:6]=1.COC1C=CC(P2(SP(C3C=CC(OC)=CC=3)(=S)S2)=[S:35])=CC=1. Product: [CH3:1][C:2]1[N:3]([C:8]2[CH:17]=[C:16]3[C:11]([CH2:12][CH2:13][C:14](=[S:35])[N:15]3[CH:18]([CH3:24])[C:19]([O:21][CH2:22][CH3:23])=[O:20])=[CH:10][CH:9]=2)[C:4]([CH3:7])=[CH:5][CH:6]=1. The catalyst class is: 11. (3) Reactant: [OH-].[Na+].[F:3][C:4]1[C:9]([F:10])=[CH:8][CH:7]=[CH:6][C:5]=1[OH:11].Br[CH2:13][CH3:14]. Product: [CH2:13]([O:11][C:5]1[CH:6]=[CH:7][CH:8]=[C:9]([F:10])[C:4]=1[F:3])[CH3:14]. The catalyst class is: 568. (4) Reactant: [Cl:1][C:2]1[CH:7]=[CH:6][C:5]([CH2:8][CH2:9][O:10][CH3:11])=[CH:4][C:3]=1[CH2:12][OH:13].CC(OI1(OC(C)=O)(OC(C)=O)OC(=O)C2C=CC=CC1=2)=O. Product: [Cl:1][C:2]1[CH:7]=[CH:6][C:5]([CH2:8][CH2:9][O:10][CH3:11])=[CH:4][C:3]=1[CH:12]=[O:13]. The catalyst class is: 2.